Dataset: Peptide-MHC class I binding affinity with 185,985 pairs from IEDB/IMGT. Task: Regression. Given a peptide amino acid sequence and an MHC pseudo amino acid sequence, predict their binding affinity value. This is MHC class I binding data. (1) The peptide sequence is AEDMLNPNY. The MHC is HLA-B58:01 with pseudo-sequence HLA-B58:01. The binding affinity (normalized) is 0.0847. (2) The peptide sequence is FGPIGKLIA. The MHC is HLA-A02:06 with pseudo-sequence HLA-A02:06. The binding affinity (normalized) is 0. (3) The peptide sequence is KYKYFSGAL. The MHC is HLA-A26:01 with pseudo-sequence HLA-A26:01. The binding affinity (normalized) is 0. (4) The peptide sequence is LYNTIATLY. The MHC is HLA-B08:03 with pseudo-sequence HLA-B08:03. The binding affinity (normalized) is 0.0847. (5) The peptide sequence is SSGLSRYVAR. The MHC is Patr-A0101 with pseudo-sequence Patr-A0101. The binding affinity (normalized) is 0.283. (6) The peptide sequence is ELAPIRVNA. The MHC is HLA-A11:01 with pseudo-sequence HLA-A11:01. The binding affinity (normalized) is 0.213. (7) The MHC is HLA-B08:02 with pseudo-sequence HLA-B08:02. The peptide sequence is ALYEKKLAL. The binding affinity (normalized) is 0.0847.